This data is from Full USPTO retrosynthesis dataset with 1.9M reactions from patents (1976-2016). The task is: Predict the reactants needed to synthesize the given product. (1) Given the product [F:40][C:39]([F:42])([F:41])[S:36]([O:12][C:7]1[CH:6]=[C:5]([C:13]2[CH:14]=[CH:15][C:16]([F:19])=[CH:17][CH:18]=2)[C:4]([CH:1]2[CH2:2][CH2:3]2)=[CH:9][C:8]=1[CH:10]=[O:11])(=[O:38])=[O:37], predict the reactants needed to synthesize it. The reactants are: [CH:1]1([C:4]2[CH:9]=[C:8]([CH:10]=[O:11])[C:7]([OH:12])=[CH:6][C:5]=2[C:13]2[CH:18]=[CH:17][C:16]([F:19])=[CH:15][CH:14]=2)[CH2:3][CH2:2]1.C(N(CC)C(C)C)(C)C.C1C=CC(N([S:36]([C:39]([F:42])([F:41])[F:40])(=[O:38])=[O:37])[S:36]([C:39]([F:42])([F:41])[F:40])(=[O:38])=[O:37])=CC=1.Cl. (2) Given the product [C:6]([C:5]1[C:8]([N+:12]([O-:14])=[O:13])=[CH:9][CH:10]=[CH:11][C:4]=1[O:15][CH2:16][C@H:17]1[CH2:21][CH2:20][CH2:19][N:18]1[C:22]([O:24][C:25]([CH3:28])([CH3:27])[CH3:26])=[O:23])#[N:7], predict the reactants needed to synthesize it. The reactants are: [N+]([C:4]1[CH:11]=[CH:10][CH:9]=[C:8]([N+:12]([O-:14])=[O:13])[C:5]=1[C:6]#[N:7])([O-])=O.[OH:15][CH2:16][C@H:17]1[CH2:21][CH2:20][CH2:19][N:18]1[C:22]([O:24][C:25]([CH3:28])([CH3:27])[CH3:26])=[O:23]. (3) Given the product [CH3:30][O:29][C:27](=[O:28])[C:26]([CH3:25])([CH3:48])[CH2:31][O:32][C:33]1[N:34]=[CH:35][C:36]([C:11]2[CH:20]=[C:19]3[C:14]([C:15]([C:22]([OH:24])=[O:23])=[CH:16][C:17]([CH3:21])=[N:18]3)=[CH:13][CH:12]=2)=[CH:37][CH:38]=1, predict the reactants needed to synthesize it. The reactants are: ClCCl.C(=O)([O-])[O-].[K+].[K+].Br[C:11]1[CH:20]=[C:19]2[C:14]([C:15]([C:22]([OH:24])=[O:23])=[CH:16][C:17]([CH3:21])=[N:18]2)=[CH:13][CH:12]=1.[CH3:25][C:26]([CH3:48])([CH2:31][O:32][C:33]1[CH:38]=[CH:37][C:36](B2OC(C)(C)C(C)(C)O2)=[CH:35][N:34]=1)[C:27]([O:29][CH3:30])=[O:28]. (4) Given the product [Br:22][C:19]1[CH:18]=[CH:17][C:16]([CH:3]([N:2]=[C:23]=[O:24])[C:4]([C@@H:6]2[CH2:11][CH2:10][CH2:9][CH2:8][C@H:7]2[C:12]([O:14][CH3:15])=[O:13])=[O:5])=[CH:21][CH:20]=1, predict the reactants needed to synthesize it. The reactants are: Cl.[NH2:2][CH:3]([C:16]1[CH:21]=[CH:20][C:19]([Br:22])=[CH:18][CH:17]=1)[C:4]([C@@H:6]1[CH2:11][CH2:10][CH2:9][CH2:8][C@H:7]1[C:12]([O:14][CH3:15])=[O:13])=[O:5].[C:23]([O-])(O)=[O:24].[Na+].ClC(Cl)(OC(=O)OC(Cl)(Cl)Cl)Cl. (5) Given the product [Cl:52][C:46]1[C:47]([NH:51][C:62](=[O:63])[CH2:61][CH2:60][C:55]2[CH:56]=[CH:57][CH:58]=[CH:59][C:54]=2[Cl:53])=[C:48]2[C:43](=[CH:44][CH:45]=1)[N:42]=[C:41]([N:38]1[CH2:39][CH2:40][CH:35]([C:33]([O:32][CH2:30][CH3:31])=[O:34])[CH2:36][CH2:37]1)[CH:50]=[CH:49]2, predict the reactants needed to synthesize it. The reactants are: ClC1C(NC(=O)C[C@@H](C)C2C=CC=CC=2)=C2C(=CC=1)N=C(N1CC[C@@H](O)C1)C=C2.[CH2:30]([O:32][C:33]([CH:35]1[CH2:40][CH2:39][N:38]([C:41]2[CH:50]=[CH:49][C:48]3[C:43](=[CH:44][CH:45]=[C:46]([Cl:52])[C:47]=3[NH2:51])[N:42]=2)[CH2:37][CH2:36]1)=[O:34])[CH3:31].[Cl:53][C:54]1[CH:59]=[CH:58][CH:57]=[CH:56][C:55]=1[CH2:60][CH2:61][C:62](O)=[O:63]. (6) Given the product [Cl:9][C:10]1[S:11][C:12]([Cl:19])=[CH:13][C:14]=1[S:15]([NH:1][C:2]1[CH:3]=[N:4][CH:5]=[CH:6][C:7]=1[OH:8])(=[O:17])=[O:16], predict the reactants needed to synthesize it. The reactants are: [NH2:1][C:2]1[CH:3]=[N:4][CH:5]=[CH:6][C:7]=1[OH:8].[Cl:9][C:10]1[S:11][C:12]([Cl:19])=[CH:13][C:14]=1[S:15](Cl)(=[O:17])=[O:16].